This data is from Forward reaction prediction with 1.9M reactions from USPTO patents (1976-2016). The task is: Predict the product of the given reaction. The product is: [CH3:33][C:23]1[CH:28]=[CH:27][C:26]([S:29]([O:22][CH2:21][CH2:20][N:10]2[CH:11]=[C:12]([C:14]3[CH:19]=[CH:18][CH:17]=[CH:16][CH:15]=3)[CH:13]=[C:9]2[CH3:8])(=[O:31])=[O:30])=[CH:25][CH:24]=1. Given the reactants C(N(CC)CC)C.[CH3:8][C:9]1[N:10]([CH2:20][CH2:21][OH:22])[CH:11]=[C:12]([C:14]2[CH:19]=[CH:18][CH:17]=[CH:16][CH:15]=2)[CH:13]=1.[C:23]1([CH3:33])[CH:28]=[CH:27][C:26]([S:29](Cl)(=[O:31])=[O:30])=[CH:25][CH:24]=1, predict the reaction product.